This data is from Forward reaction prediction with 1.9M reactions from USPTO patents (1976-2016). The task is: Predict the product of the given reaction. (1) Given the reactants Br[C:2]1[C:3]2[N:4]([CH:18]=[CH:19][N:20]=2)[N:5]=[C:6]([C:8]2[CH:9]=[C:10]([CH:15]=[CH:16][CH:17]=2)[C:11]([O:13][CH3:14])=[O:12])[CH:7]=1.[CH:21]12[CH2:26][CH:25]1[CH2:24][N:23]([C:27]1[N:32]=[C:31]([NH2:33])[CH:30]=[CH:29][CH:28]=1)[CH2:22]2.C1C=CC(P(C2C(C3C(P(C4C=CC=CC=4)C4C=CC=CC=4)=CC=C4C=3C=CC=C4)=C3C(C=CC=C3)=CC=2)C2C=CC=CC=2)=CC=1.C([O-])([O-])=O.[Cs+].[Cs+], predict the reaction product. The product is: [CH:25]12[CH2:26][CH:21]1[CH2:22][N:23]([C:27]1[N:32]=[C:31]([NH:33][C:2]3[C:3]4[N:4]([CH:18]=[CH:19][N:20]=4)[N:5]=[C:6]([C:8]4[CH:9]=[C:10]([CH:15]=[CH:16][CH:17]=4)[C:11]([O:13][CH3:14])=[O:12])[CH:7]=3)[CH:30]=[CH:29][CH:28]=1)[CH2:24]2. (2) Given the reactants C1(NC2N=C(NC3C=CC(C4CCN(CC)CC4)=CC=3C)N=C3C=2N=CN3)CCCCC1.[CH2:33]([N:35]1[CH2:40][CH2:39][CH:38]([C:41]2[CH:46]=[CH:45][C:44]([N+:47]([O-:49])=[O:48])=[C:43]([CH3:50])[CH:42]=2)[CH2:37][CH2:36]1)[CH3:34].NC1C=CC=CC=1.ClC1N=C2C(N=CN2C2CCCCO2)=C(NC2CCCCC2)N=1, predict the reaction product. The product is: [CH2:33]([N:35]1[CH2:36][CH:37]=[C:38]([C:41]2[CH:46]=[CH:45][C:44]([N+:47]([O-:49])=[O:48])=[C:43]([CH3:50])[CH:42]=2)[CH2:39][CH2:40]1)[CH3:34]. (3) Given the reactants [H-].[Al+3].[Li+].[H-].[H-].[H-].[CH2:7]([O:14][C:15]1[CH:20]=[CH:19][C:18]([CH:21]([N:28]([C:30]([O:32][C:33]([CH3:36])([CH3:35])[CH3:34])=[O:31])[CH3:29])[CH2:22][C:23](OCC)=[O:24])=[CH:17][CH:16]=1)[C:8]1[CH:13]=[CH:12][CH:11]=[CH:10][CH:9]=1.[OH-].[Na+].S([O-])([O-])(=O)=O.[Mg+2], predict the reaction product. The product is: [CH2:7]([O:14][C:15]1[CH:20]=[CH:19][C:18]([CH:21]([N:28]([CH3:29])[C:30](=[O:31])[O:32][C:33]([CH3:34])([CH3:36])[CH3:35])[CH2:22][CH2:23][OH:24])=[CH:17][CH:16]=1)[C:8]1[CH:9]=[CH:10][CH:11]=[CH:12][CH:13]=1. (4) Given the reactants [CH2:1]([NH:4][C:5]1[C:14]2[C:9](=[CH:10][CH:11]=[CH:12][CH:13]=2)[N:8]=[C:7]([Cl:15])[C:6]=1[NH2:16])[CH:2]=[CH2:3].[CH3:17]OC(OC)OC, predict the reaction product. The product is: [CH2:1]([N:4]1[C:5]2[C:14]3[CH:13]=[CH:12][CH:11]=[CH:10][C:9]=3[N:8]=[C:7]([Cl:15])[C:6]=2[N:16]=[CH:17]1)[CH:2]=[CH2:3]. (5) Given the reactants [Br:1][C:2]1[CH:7]=[CH:6][C:5]([N:8]2[CH2:13][CH2:12][NH:11][CH2:10][CH2:9]2)=[CH:4][C:3]=1[O:14][CH3:15].[C:16](O)(=O)C.C([BH3-])#N.[Na+].C=O, predict the reaction product. The product is: [Br:1][C:2]1[CH:7]=[CH:6][C:5]([N:8]2[CH2:9][CH2:10][N:11]([CH3:16])[CH2:12][CH2:13]2)=[CH:4][C:3]=1[O:14][CH3:15]. (6) Given the reactants [Cl:1][C:2]1[CH:7]=[CH:6][CH:5]=[CH:4][C:3]=1[CH:8]=[CH:9][C:10]1[NH:11][CH:12]=[CH:13][CH:14]=1.Br[CH2:16][CH2:17][CH2:18][O:19][CH3:20].[H-].[Na+], predict the reaction product. The product is: [Cl:1][C:2]1[CH:7]=[CH:6][CH:5]=[CH:4][C:3]=1[CH:8]=[CH:9][C:10]1[N:11]([CH2:16][CH2:17][CH2:18][O:19][CH3:20])[CH:12]=[CH:13][CH:14]=1. (7) The product is: [CH3:1][CH:2]([CH2:6][CH2:7][C:8]([O:10][CH2:21][CH2:20][CH2:19][CH2:18][CH2:17][CH2:16][CH2:15][CH2:14][N:11]=[N+:12]=[N-:13])=[O:9])[C:3]([O:5][CH2:21][CH2:20][CH2:19][CH2:18][CH2:17][CH2:16][CH2:15][CH2:14][N:11]=[N+:12]=[N-:13])=[O:4]. Given the reactants [CH3:1][CH:2]([CH2:6][CH2:7][C:8]([OH:10])=[O:9])[C:3]([OH:5])=[O:4].[N:11]([CH2:14][CH2:15][CH2:16][CH2:17][CH2:18][CH2:19][CH2:20][CH2:21]O)=[N+:12]=[N-:13].O, predict the reaction product. (8) Given the reactants C(O[C:6]([N:8]1[CH2:13][CH2:12][CH:11]([N:14]2[C:18]3=[N:19][CH:20]=[N:21][C:22]([O:23][C:24]4[CH:29]=[CH:28][C:27]([S:30]([CH3:33])(=[O:32])=[O:31])=[CH:26][CH:25]=4)=[C:17]3[CH:16]=[N:15]2)[CH2:10][CH2:9]1)=O)(C)(C)C.FC(F)(F)C(O)=O.C(Br)[C:42]1[CH:47]=[CH:46][CH:45]=[CH:44][CH:43]=1, predict the reaction product. The product is: [CH2:6]([N:8]1[CH2:9][CH2:10][CH:11]([N:14]2[C:18]3=[N:19][CH:20]=[N:21][C:22]([O:23][C:24]4[CH:25]=[CH:26][C:27]([S:30]([CH3:33])(=[O:32])=[O:31])=[CH:28][CH:29]=4)=[C:17]3[CH:16]=[N:15]2)[CH2:12][CH2:13]1)[C:42]1[CH:47]=[CH:46][CH:45]=[CH:44][CH:43]=1. (9) Given the reactants [C:1]([O:5][C:6]([NH:8][C@H:9]([C:23]([O:25][C:26]([CH3:29])([CH3:28])[CH3:27])=[O:24])[CH2:10][C@H:11]([CH2:19][CH2:20][CH2:21][OH:22])[C:12]([O:14][C:15]([CH3:18])([CH3:17])[CH3:16])=[O:13])=[O:7])([CH3:4])([CH3:3])[CH3:2].C(N(CC)CC)C.[C:37]1([CH3:47])[CH:42]=[CH:41][C:40]([S:43](Cl)(=[O:45])=[O:44])=[CH:39][CH:38]=1, predict the reaction product. The product is: [C:1]([O:5][C:6]([NH:8][C@H:9]([C:23]([O:25][C:26]([CH3:29])([CH3:28])[CH3:27])=[O:24])[CH2:10][C@H:11]([CH2:19][CH2:20][CH2:21][O:22][S:43]([C:40]1[CH:41]=[CH:42][C:37]([CH3:47])=[CH:38][CH:39]=1)(=[O:45])=[O:44])[C:12]([O:14][C:15]([CH3:17])([CH3:18])[CH3:16])=[O:13])=[O:7])([CH3:2])([CH3:3])[CH3:4].